Predict which catalyst facilitates the given reaction. From a dataset of Catalyst prediction with 721,799 reactions and 888 catalyst types from USPTO. (1) Reactant: COC[O:4][C:5]1[C:6]([C:16](=[O:18])[CH3:17])=[N:7][C:8]([CH2:11][C:12]([CH3:15])([CH3:14])[CH3:13])=[CH:9][CH:10]=1.CC(O)C.C1COCC1. Product: [OH:4][C:5]1[C:6]([C:16](=[O:18])[CH3:17])=[N:7][C:8]([CH2:11][C:12]([CH3:13])([CH3:14])[CH3:15])=[CH:9][CH:10]=1. The catalyst class is: 33. (2) The catalyst class is: 124. Reactant: CCN=C=NCCCN(C)C.Cl.[N:13]1[CH:18]=[CH:17][N:16]=[CH:15][C:14]=1[C:19]([OH:21])=O.[NH2:22][C:23]([CH3:27])([CH3:26])[CH2:24][OH:25].C1C=CC2N(O)N=NC=2C=1. Product: [OH:25][CH2:24][C:23]([NH:22][C:19]([C:14]1[CH:15]=[N:16][CH:17]=[CH:18][N:13]=1)=[O:21])([CH3:27])[CH3:26]. (3) Reactant: [Cl:1][C:2]1[CH:7]=[CH:6][C:5]([C:8]([C:10]2[N:18]3[C:13]([CH:14]=[C:15]([O:19][CH2:20][C:21]4[CH:26]=[CH:25][CH:24]=[C:23]([O:27][CH3:28])[N:22]=4)[CH:16]=[CH:17]3)=[C:12]([C:29](=[O:34])[C:30]([CH3:33])([CH3:32])[CH3:31])[C:11]=2[CH2:35][C:36]([CH3:43])([CH3:42])[C:37]([O:39]CC)=[O:38])=[O:9])=[CH:4][CH:3]=1.CC(O)=O. Product: [Cl:1][C:2]1[CH:3]=[CH:4][C:5]([C:8]([C:10]2[N:18]3[C:13]([CH:14]=[C:15]([O:19][CH2:20][C:21]4[CH:26]=[CH:25][CH:24]=[C:23]([O:27][CH3:28])[N:22]=4)[CH:16]=[CH:17]3)=[C:12]([C:29](=[O:34])[C:30]([CH3:32])([CH3:33])[CH3:31])[C:11]=2[CH2:35][C:36]([CH3:43])([CH3:42])[C:37]([OH:39])=[O:38])=[O:9])=[CH:6][CH:7]=1. The catalyst class is: 464. (4) Reactant: [F:1][C:2]([F:6])([F:5])[CH2:3]I.[CH3:7][C:8]1[S:9][C:10]([C:14]2[N:15]=[C:16]([NH:19][C:20]3[CH:21]=[C:22]([CH:26]=[CH:27][C:28]=3[OH:29])[C:23]([NH2:25])=[O:24])[S:17][CH:18]=2)=[C:11]([CH3:13])[N:12]=1.C(=O)([O-])[O-].[K+].[K+]. Product: [CH3:7][C:8]1[S:9][C:10]([C:14]2[N:15]=[C:16]([NH:19][C:20]3[CH:21]=[C:22]([CH:26]=[CH:27][C:28]=3[O:29][CH2:3][C:2]([F:6])([F:5])[F:1])[C:23]([NH2:25])=[O:24])[S:17][CH:18]=2)=[C:11]([CH3:13])[N:12]=1. The catalyst class is: 44.